From a dataset of Forward reaction prediction with 1.9M reactions from USPTO patents (1976-2016). Predict the product of the given reaction. (1) Given the reactants [F:1][C:2]1[C:7]([N+:8]([O-:10])=[O:9])=[CH:6][C:5]([N+:11]([O-:13])=[O:12])=[C:4](F)[CH:3]=1.[OH-:15].[Na+], predict the reaction product. The product is: [F:1][C:2]1[C:7]([N+:8]([O-:10])=[O:9])=[CH:6][C:5]([N+:11]([O-:13])=[O:12])=[C:4]([OH:15])[CH:3]=1. (2) Given the reactants [Li+].[OH-].C[O:4][C:5]([C@H:7]1[CH2:12][CH2:11][C@H:10]([CH2:13][N:14]2[C:20](=[O:21])[C:19]3[CH:22]=[CH:23][CH:24]=[CH:25][C:18]=3[N:17]([CH3:26])[C:16](=[O:27])[CH2:15]2)[CH2:9][CH2:8]1)=[O:6], predict the reaction product. The product is: [CH3:26][N:17]1[C:18]2[CH:25]=[CH:24][CH:23]=[CH:22][C:19]=2[C:20](=[O:21])[N:14]([CH2:13][C@H:10]2[CH2:11][CH2:12][C@H:7]([C:5]([OH:6])=[O:4])[CH2:8][CH2:9]2)[CH2:15][C:16]1=[O:27]. (3) The product is: [O:38]1[CH2:35][CH:36]([N:1]([CH2:2][C@H:3]2[CH2:8][N:7]([S:9]([C:12]3[S:13][CH:14]=[CH:15][CH:16]=3)(=[O:10])=[O:11])[CH2:6][CH2:5][N:4]2[C:17]2[CH:18]=[CH:19][C:20]([C:23]([OH:29])([CH3:28])[C:24]([F:26])([F:27])[F:25])=[CH:21][CH:22]=2)[CH:32]2[CH2:31][O:30][CH2:33]2)[CH2:39]1. Given the reactants [NH2:1][CH2:2][C@H:3]1[CH2:8][N:7]([S:9]([C:12]2[S:13][CH:14]=[CH:15][CH:16]=2)(=[O:11])=[O:10])[CH2:6][CH2:5][N:4]1[C:17]1[CH:22]=[CH:21][C:20]([C:23]([OH:29])([CH3:28])[C:24]([F:27])([F:26])[F:25])=[CH:19][CH:18]=1.[O:30]1[CH2:33][C:32](=O)[CH2:31]1.[C:35]([OH:38])(=O)[CH3:36].[C:39](O[BH-](OC(=O)C)OC(=O)C)(=O)C.[Na+], predict the reaction product. (4) Given the reactants [OH-].[Na+].[Cl:3][C:4]1[N:5]=[C:6]([N:13]2[C:21]3[C:16](=[CH:17][CH:18]=[C:19]([O:22][CH2:23][C:24]([O:26]CC)=[O:25])[CH:20]=3)[CH2:15][CH2:14]2)[C:7]2[CH2:12][S:11][CH2:10][C:8]=2[N:9]=1, predict the reaction product. The product is: [Cl:3][C:4]1[N:5]=[C:6]([N:13]2[C:21]3[C:16](=[CH:17][CH:18]=[C:19]([O:22][CH2:23][C:24]([OH:26])=[O:25])[CH:20]=3)[CH2:15][CH2:14]2)[C:7]2[CH2:12][S:11][CH2:10][C:8]=2[N:9]=1.